The task is: Predict the reactants needed to synthesize the given product.. This data is from Retrosynthesis with 50K atom-mapped reactions and 10 reaction types from USPTO. (1) Given the product COc1ccc(-c2cc(OC(F)(F)F)cc(C#N)c2N)cc1, predict the reactants needed to synthesize it. The reactants are: COc1ccc(-c2cc(OC(F)(F)F)cc(Br)c2N)cc1.N#C[Cu]. (2) Given the product Cc1ccc(NC(=O)c2ccc(N)c([N+](=O)[O-])c2)cc1C, predict the reactants needed to synthesize it. The reactants are: Cc1ccc(N)cc1C.Nc1ccc(C(=O)O)cc1[N+](=O)[O-]. (3) Given the product COC(=O)[C@H](Cc1ccc(O)cc1)NC(=O)[C@@H](NC(=O)[C@H](CCCNC(=N)N)N[N+](=O)[O-])C(C)C, predict the reactants needed to synthesize it. The reactants are: COC(=O)[C@H](Cc1ccc(O)cc1)NC(=O)[C@@H](NC(=O)[C@H](CCCNC(=N)N)N(C(=O)OC(C)(C)C)[N+](=O)[O-])C(C)C. (4) Given the product CNC(=O)c1c(C(N)=O)nc2n1CCOc1ccc(C#CC(C)(O)CO)cc1-2, predict the reactants needed to synthesize it. The reactants are: C#CC(C)(O)CO.CNC(=O)c1c(C(N)=O)nc2n1CCOc1ccc(Br)cc1-2. (5) Given the product O=C(c1ccc2c(c1)cc(C(=O)N1CCS(=O)(=O)CC1)n2-c1cccc(Cl)c1)N1CCN(C2CCC2)CC1, predict the reactants needed to synthesize it. The reactants are: O=C(c1ccc2[nH]c(C(=O)N3CCS(=O)(=O)CC3)cc2c1)N1CCN(C2CCC2)CC1.OB(O)c1cccc(Cl)c1. (6) Given the product OCc1cc(Cl)nc(Cl)c1, predict the reactants needed to synthesize it. The reactants are: CCOC(=O)c1cc(Cl)nc(Cl)c1. (7) Given the product O=S(=O)(c1ccncc1)c1cnc(N2CCNCC2)s1, predict the reactants needed to synthesize it. The reactants are: CC(C)(C)OC(=O)N1CCN(c2ncc(S(=O)(=O)c3ccncc3)s2)CC1. (8) Given the product CNc1nc(C=Cc2ccncc2)c(-c2ccncc2)s1, predict the reactants needed to synthesize it. The reactants are: CNc1nc(C=O)c(-c2ccncc2)s1.c1ccc([P+](Cc2ccncc2)(c2ccccc2)c2ccccc2)cc1. (9) The reactants are: CCC(=O)Cl.Cc1ccc(O)cc1Cl. Given the product CCC(=O)c1cc(C)c(Cl)cc1O, predict the reactants needed to synthesize it. (10) The reactants are: COc1ccc(Cl)c2ccccc12. Given the product Oc1ccc(Cl)c2ccccc12, predict the reactants needed to synthesize it.